Predict which catalyst facilitates the given reaction. From a dataset of Catalyst prediction with 721,799 reactions and 888 catalyst types from USPTO. Reactant: [CH2:1]([NH:8][CH:9]1[CH2:14][CH2:13][N:12]([CH2:15][C:16]2[N:17]=[C:18]([C:22]3[CH:27]=[CH:26][C:25]([C:28]([F:31])([F:30])[F:29])=[CH:24][CH:23]=3)[NH:19][C:20]=2[CH3:21])[CH2:11][CH2:10]1)[C:2]1[CH:7]=[CH:6][CH:5]=[CH:4][CH:3]=1.[CH2:32]([N:39]=[C:40]=[O:41])[C:33]1[CH:38]=[CH:37][CH:36]=[CH:35][CH:34]=1. Product: [CH2:1]([N:8]([CH:9]1[CH2:14][CH2:13][N:12]([CH2:15][C:16]2[N:17]=[C:18]([C:22]3[CH:27]=[CH:26][C:25]([C:28]([F:30])([F:31])[F:29])=[CH:24][CH:23]=3)[NH:19][C:20]=2[CH3:21])[CH2:11][CH2:10]1)[C:40]([NH:39][CH2:32][C:33]1[CH:38]=[CH:37][CH:36]=[CH:35][CH:34]=1)=[O:41])[C:2]1[CH:7]=[CH:6][CH:5]=[CH:4][CH:3]=1. The catalyst class is: 4.